This data is from Forward reaction prediction with 1.9M reactions from USPTO patents (1976-2016). The task is: Predict the product of the given reaction. (1) Given the reactants [CH2:1]([CH:4]1[C:13]2[CH:12]=[CH:11][S:10][C:9]=2[CH2:8][CH2:7][C:6]2[CH:14]=[CH:15][CH:16]=[CH:17][C:5]1=2)C=C.C[N+]1([O-])[CH2:24][CH2:23][O:22]CC1.O.S(=O)(O)[O-:28].[Na+], predict the reaction product. The product is: [S:10]1[CH:11]=[CH:12][C:13]2[CH:4]([CH2:1][CH:23]([OH:22])[CH2:24][OH:28])[C:5]3[CH:17]=[CH:16][CH:15]=[CH:14][C:6]=3[CH2:7][CH2:8][C:9]1=2. (2) The product is: [N:31]([CH2:25][CH2:24][O:23][CH:9]([C:3]1[CH:4]=[CH:5][CH:6]=[C:7]([F:8])[C:2]=1[F:1])[C@@H:10]1[CH2:15][CH2:14][CH2:13][N:12]([C:16]([O:18][C:19]([CH3:22])([CH3:21])[CH3:20])=[O:17])[CH2:11]1)=[N+:32]=[N-:33]. Given the reactants [F:1][C:2]1[C:7]([F:8])=[CH:6][CH:5]=[CH:4][C:3]=1[CH:9]([O:23][CH2:24][CH2:25]OS(C)(=O)=O)[C@@H:10]1[CH2:15][CH2:14][CH2:13][N:12]([C:16]([O:18][C:19]([CH3:22])([CH3:21])[CH3:20])=[O:17])[CH2:11]1.[N-:31]=[N+:32]=[N-:33].[Na+], predict the reaction product.